This data is from Peptide-MHC class II binding affinity with 134,281 pairs from IEDB. The task is: Regression. Given a peptide amino acid sequence and an MHC pseudo amino acid sequence, predict their binding affinity value. This is MHC class II binding data. The peptide sequence is EVIPTAFKIGKTYTP. The MHC is HLA-DQA10301-DQB10302 with pseudo-sequence HLA-DQA10301-DQB10302. The binding affinity (normalized) is 0.0945.